From a dataset of Forward reaction prediction with 1.9M reactions from USPTO patents (1976-2016). Predict the product of the given reaction. Given the reactants OO.NC(N)=[O:5].FC(F)(F)C(OC(=O)C(F)(F)F)=O.[Br:20][C:21]1[C:22]([CH3:29])=[N:23][C:24]([Cl:28])=[CH:25][C:26]=1[CH3:27].CSC, predict the reaction product. The product is: [Br:20][C:21]1[C:22]([CH3:29])=[N+:23]([O-:5])[C:24]([Cl:28])=[CH:25][C:26]=1[CH3:27].